This data is from NCI-60 drug combinations with 297,098 pairs across 59 cell lines. The task is: Regression. Given two drug SMILES strings and cell line genomic features, predict the synergy score measuring deviation from expected non-interaction effect. (1) Drug 1: C1CCN(CC1)CCOC2=CC=C(C=C2)C(=O)C3=C(SC4=C3C=CC(=C4)O)C5=CC=C(C=C5)O. Drug 2: C1C(C(OC1N2C=NC3=C2NC=NCC3O)CO)O. Cell line: UACC62. Synergy scores: CSS=2.25, Synergy_ZIP=-0.808, Synergy_Bliss=1.11, Synergy_Loewe=0.814, Synergy_HSA=0.600. (2) Drug 1: C1CN1P(=S)(N2CC2)N3CC3. Drug 2: N.N.Cl[Pt+2]Cl. Cell line: SNB-19. Synergy scores: CSS=53.7, Synergy_ZIP=-2.26, Synergy_Bliss=-3.00, Synergy_Loewe=-9.49, Synergy_HSA=-2.06.